Task: Predict the product of the given reaction.. Dataset: Forward reaction prediction with 1.9M reactions from USPTO patents (1976-2016) (1) Given the reactants [Br:1][C:2]1[CH:7]=[CH:6][C:5]([NH:8][C:9]([C:11]2[N:12](COCC[Si](C)(C)C)[CH:13]=[C:14]([C:16]#[N:17])[N:15]=2)=[O:10])=[C:4]([C:26]2[CH2:31][CH2:30][C:29]([CH3:33])([CH3:32])[CH2:28][CH:27]=2)[CH:3]=1.CCO.C(O)(C(F)(F)F)=O, predict the reaction product. The product is: [Br:1][C:2]1[CH:7]=[CH:6][C:5]([NH:8][C:9]([C:11]2[NH:12][CH:13]=[C:14]([C:16]#[N:17])[N:15]=2)=[O:10])=[C:4]([C:26]2[CH2:31][CH2:30][C:29]([CH3:33])([CH3:32])[CH2:28][CH:27]=2)[CH:3]=1. (2) Given the reactants C([N:8]1[CH2:13][CH2:12][CH:11]([C:14]2[NH:15][CH:16]=[C:17]([C:19]3[CH:24]=[CH:23][C:22]([F:25])=[CH:21][CH:20]=3)[N:18]=2)[CH2:10][CH2:9]1)C1C=CC=CC=1.CCO, predict the reaction product. The product is: [F:25][C:22]1[CH:23]=[CH:24][C:19]([C:17]2[N:18]=[C:14]([CH:11]3[CH2:12][CH2:13][NH:8][CH2:9][CH2:10]3)[NH:15][CH:16]=2)=[CH:20][CH:21]=1. (3) Given the reactants [Cl:1][C:2]1[CH:3]=[CH:4][C:5]([CH2:8][O:9][C:10]2[CH:15]=[CH:14][N:13]([C:16]3[CH:21]=[CH:20][C:19]4[C:22]5[CH2:28][CH2:27][N:26](C(OC(C)(C)C)=O)[CH2:25][CH2:24][C:23]=5[S:36][C:18]=4[CH:17]=3)[C:12](=[O:37])[CH:11]=2)=[N:6][CH:7]=1.Cl, predict the reaction product. The product is: [ClH:1].[Cl:1][C:2]1[CH:3]=[CH:4][C:5]([CH2:8][O:9][C:10]2[CH:15]=[CH:14][N:13]([C:16]3[CH:21]=[CH:20][C:19]4[C:22]5[CH2:28][CH2:27][NH:26][CH2:25][CH2:24][C:23]=5[S:36][C:18]=4[CH:17]=3)[C:12](=[O:37])[CH:11]=2)=[N:6][CH:7]=1.